From a dataset of HIV replication inhibition screening data with 41,000+ compounds from the AIDS Antiviral Screen. Binary Classification. Given a drug SMILES string, predict its activity (active/inactive) in a high-throughput screening assay against a specified biological target. (1) The result is 0 (inactive). The drug is S=C1c2ccccc2N=C(NC2CCCC2)C2CSCN12. (2) The compound is CSCCCNC(=O)c1csc(-c2c[s+]c(CCNC(=O)CNC(=O)CNC(=O)CNC(=O)OC(C)(C)C)[nH]2)n1. The result is 0 (inactive). (3) The result is 0 (inactive). The drug is CC(CC12C=CC3(OO1)C(C)(C)CCCC3(C)O2)OC(=O)c1ccccc1.